Dataset: Forward reaction prediction with 1.9M reactions from USPTO patents (1976-2016). Task: Predict the product of the given reaction. (1) The product is: [CH:1]1([C:4]2[NH:8][N:7]=[C:6]([NH:9][C:10]3[C:11]([F:20])=[C:12]([NH:21][C@H:22]([C:25]4[CH:30]=[CH:29][C:28]([F:31])=[CH:27][CH:26]=4)[CH2:23][OH:24])[CH:13]=[CH:14][C:15]=3[N+:16]([O-:18])=[O:17])[CH:5]=2)[CH2:3][CH2:2]1. Given the reactants [CH:1]1([C:4]2[NH:8][N:7]=[C:6]([NH:9][C:10]3[C:15]([N+:16]([O-:18])=[O:17])=[CH:14][CH:13]=[C:12](F)[C:11]=3[F:20])[CH:5]=2)[CH2:3][CH2:2]1.[NH2:21][C@H:22]([C:25]1[CH:30]=[CH:29][C:28]([F:31])=[CH:27][CH:26]=1)[CH2:23][OH:24].CCN(C(C)C)C(C)C, predict the reaction product. (2) Given the reactants [CH3:1][C@@H:2]1[C@@H:6](OS(C2C=CC(C)=CC=2)(=O)=O)[CH2:5][N:4]([C:18]([O:20][CH2:21][C:22]2[CH:27]=[CH:26][CH:25]=[CH:24][CH:23]=2)=[O:19])[CH2:3]1.[N-:28]=[N+:29]=[N-:30].[Na+], predict the reaction product. The product is: [N:28]([C@H:6]1[C@@H:2]([CH3:1])[CH2:3][N:4]([C:18]([O:20][CH2:21][C:22]2[CH:27]=[CH:26][CH:25]=[CH:24][CH:23]=2)=[O:19])[CH2:5]1)=[N+:29]=[N-:30]. (3) The product is: [N:1]([CH2:2][C:3]([NH:35][CH2:36][CH2:37][O:38][CH2:39][CH2:40][O:41][CH2:42][CH2:43][O:44][CH2:45][CH2:46][NH:47][S:48]([C:51]1[CH:56]=[CH:55][CH:54]=[C:53]([CH:57]2[C:66]3[C:61](=[C:62]([Cl:68])[CH:63]=[C:64]([Cl:67])[CH:65]=3)[CH2:60][N:59]([CH3:69])[CH2:58]2)[CH:52]=1)(=[O:50])=[O:49])=[O:5])([CH2:13][C:14]([NH:35][CH2:36][CH2:37][O:38][CH2:39][CH2:40][O:41][CH2:42][CH2:43][O:44][CH2:45][CH2:46][NH:47][S:48]([C:51]1[CH:56]=[CH:55][CH:54]=[C:53]([CH:57]2[C:66]3[C:61](=[C:62]([Cl:68])[CH:63]=[C:64]([Cl:67])[CH:65]=3)[CH2:60][N:59]([CH3:69])[CH2:58]2)[CH:52]=1)(=[O:50])=[O:49])=[O:16])[CH2:24][C:25]([NH:35][CH2:36][CH2:37][O:38][CH2:39][CH2:40][O:41][CH2:42][CH2:43][O:44][CH2:45][CH2:46][NH:47][S:48]([C:51]1[CH:56]=[CH:55][CH:54]=[C:53]([CH:57]2[C:66]3[C:61](=[C:62]([Cl:68])[CH:63]=[C:64]([Cl:67])[CH:65]=3)[CH2:60][N:59]([CH3:69])[CH2:58]2)[CH:52]=1)(=[O:50])=[O:49])=[O:27]. Given the reactants [N:1]([CH2:24][C:25]([O:27]N1C(=O)CCC1=O)=O)([CH2:13][C:14]([O:16]N1C(=O)CCC1=O)=O)[CH2:2][C:3]([O:5]N1C(=O)CCC1=O)=O.[NH2:35][CH2:36][CH2:37][O:38][CH2:39][CH2:40][O:41][CH2:42][CH2:43][O:44][CH2:45][CH2:46][NH:47][S:48]([C:51]1[CH:56]=[CH:55][CH:54]=[C:53]([CH:57]2[C:66]3[C:61](=[C:62]([Cl:68])[CH:63]=[C:64]([Cl:67])[CH:65]=3)[CH2:60][N:59]([CH3:69])[CH2:58]2)[CH:52]=1)(=[O:50])=[O:49], predict the reaction product. (4) Given the reactants C([O:8][N:9]1[C:14]2[N:15]=[CH:16][N:17]=[C:18]([CH3:19])[C:13]=2[C:12]([NH:20][CH2:21][C:22]2[CH:27]=[CH:26][C:25]([NH:28][S:29]([CH3:32])(=[O:31])=[O:30])=[CH:24][CH:23]=2)=[CH:11][C:10]1=[O:33])C1C=CC=CC=1.CO.[H][H], predict the reaction product. The product is: [OH:8][N:9]1[C:14]2[N:15]=[CH:16][N:17]=[C:18]([CH3:19])[C:13]=2[C:12]([NH:20][CH2:21][C:22]2[CH:23]=[CH:24][C:25]([NH:28][S:29]([CH3:32])(=[O:31])=[O:30])=[CH:26][CH:27]=2)=[CH:11][C:10]1=[O:33].